Dataset: Forward reaction prediction with 1.9M reactions from USPTO patents (1976-2016). Task: Predict the product of the given reaction. (1) Given the reactants [N+:1]([C:4]1[CH:5]=[CH:6][C:7]([CH2:10]OS(C)(=O)=O)=[N:8][CH:9]=1)([O-:3])=[O:2].[CH3:16][C:17]1([OH:21])[CH2:20][NH:19][CH2:18]1.C(N(CC)CC)C, predict the reaction product. The product is: [CH3:16][C:17]1([OH:21])[CH2:20][N:19]([CH2:10][C:7]2[CH:6]=[CH:5][C:4]([N+:1]([O-:3])=[O:2])=[CH:9][N:8]=2)[CH2:18]1. (2) Given the reactants [OH-].[Na+].BrBr.Br[O-].[C:7]1([C:13]23[CH2:21][CH:17]4C[CH:19]([CH2:20]2)[C:15](C(=O)C)([CH2:16]4)[CH2:14]3)[CH:12]=[CH:11][CH:10]=[CH:9][CH:8]=1.[CH3:25][C:26]([OH:28])=[O:27], predict the reaction product. The product is: [C:7]1([C:13]23[CH2:14][CH:15]4[CH2:16][CH:17]([CH2:21]2)[C:25]([C:26]([OH:28])=[O:27])([CH2:19]4)[CH2:20]3)[CH:12]=[CH:11][CH:10]=[CH:9][CH:8]=1. (3) Given the reactants [Cl:1][C:2]1[CH:18]=[CH:17][C:5]([CH2:6][NH:7][C:8]([NH:10][N:11]([CH2:13][C:14]([OH:16])=O)[CH3:12])=[O:9])=[CH:4][CH:3]=1.[NH2:19][C@@H:20]([CH2:44][C:45]([NH:47][C:48]([C:61]1[CH:66]=[CH:65][CH:64]=[CH:63][CH:62]=1)([C:55]1[CH:60]=[CH:59][CH:58]=[CH:57][CH:56]=1)[C:49]1[CH:54]=[CH:53][CH:52]=[CH:51][CH:50]=1)=[O:46])[C:21]([N:23]([C@@H:35]([CH3:43])[CH:36]([O:40][CH2:41][CH3:42])[O:37][CH2:38][CH3:39])[CH2:24][C:25]1[CH:26]=[CH:27][CH:28]=[C:29]2[C:34]=1[N:33]=[CH:32][CH:31]=[CH:30]2)=[O:22], predict the reaction product. The product is: [Cl:1][C:2]1[CH:3]=[CH:4][C:5]([CH2:6][NH:7][C:8](=[O:9])[NH:10][N:11]([CH2:13][C:14]([NH:19][C@@H:20]([CH2:44][C:45](=[O:46])[NH:47][C:48]([C:61]2[CH:62]=[CH:63][CH:64]=[CH:65][CH:66]=2)([C:49]2[CH:54]=[CH:53][CH:52]=[CH:51][CH:50]=2)[C:55]2[CH:56]=[CH:57][CH:58]=[CH:59][CH:60]=2)[C:21]([N:23]([C@@H:35]([CH3:43])[CH:36]([O:40][CH2:41][CH3:42])[O:37][CH2:38][CH3:39])[CH2:24][C:25]2[CH:26]=[CH:27][CH:28]=[C:29]3[C:34]=2[N:33]=[CH:32][CH:31]=[CH:30]3)=[O:22])=[O:16])[CH3:12])=[CH:17][CH:18]=1.